Dataset: Catalyst prediction with 721,799 reactions and 888 catalyst types from USPTO. Task: Predict which catalyst facilitates the given reaction. (1) Reactant: CC(C)([O-])C.[K+].Cl[C:8]1[N:13]=[CH:12][N:11]=[C:10]([NH:14][S:15](=[O:25])(=[O:24])[NH:16][CH2:17][C:18]2[CH:23]=[CH:22][CH:21]=[CH:20][CH:19]=2)[C:9]=1[C:26]1[CH:31]=[CH:30][C:29]([Cl:32])=[CH:28][CH:27]=1.C(O)(=O)C[C:35](CC(O)=O)([C:37](O)=[O:38])[OH:36]. Product: [OH:36][CH2:35][CH2:37][O:38][C:8]1[N:13]=[CH:12][N:11]=[C:10]([NH:14][S:15](=[O:25])(=[O:24])[NH:16][CH2:17][C:18]2[CH:23]=[CH:22][CH:21]=[CH:20][CH:19]=2)[C:9]=1[C:26]1[CH:31]=[CH:30][C:29]([Cl:32])=[CH:28][CH:27]=1. The catalyst class is: 196. (2) Reactant: [C:1]([O:5][C:6](=[O:27])[NH:7][C:8]1[C@:9]([CH3:26])([C:22]([F:25])([F:24])[F:23])[O:10][CH2:11][C@:12]([C:15]2[CH:20]=[CH:19][CH:18]=[C:17](Br)[N:16]=2)([CH3:14])[N:13]=1)([CH3:4])([CH3:3])[CH3:2].[C:28]([C:30]1[CH:31]=[C:32]([CH3:39])[C:33]([C:36]([NH2:38])=[O:37])=[N:34][CH:35]=1)#[N:29].CC1(C)C2C(=C(P(C3C=CC=CC=3)C3C=CC=CC=3)C=CC=2)OC2C(P(C3C=CC=CC=3)C3C=CC=CC=3)=CC=CC1=2.C([O-])([O-])=O.[Cs+].[Cs+]. Product: [C:1]([O:5][C:6](=[O:27])[NH:7][C:8]1[C@:9]([CH3:26])([C:22]([F:25])([F:24])[F:23])[O:10][CH2:11][C@:12]([C:15]2[CH:20]=[CH:19][CH:18]=[C:17]([NH:38][C:36]([C:33]3[C:32]([CH3:39])=[CH:31][C:30]([C:28]#[N:29])=[CH:35][N:34]=3)=[O:37])[N:16]=2)([CH3:14])[N:13]=1)([CH3:4])([CH3:3])[CH3:2]. The catalyst class is: 333. (3) Reactant: C[O:2][C:3](=[O:42])[CH2:4][C@H:5]([OH:41])[CH2:6][C@H:7]([OH:40])[CH2:8][CH2:9][C:10]1[N:11]([CH:37]([CH3:39])[CH3:38])[C:12]([C:28](=[O:36])[NH:29][C:30]2[CH:35]=[CH:34][CH:33]=[CH:32][CH:31]=2)=[C:13]([C:22]2[CH:27]=[CH:26][CH:25]=[CH:24][CH:23]=2)[C:14]=1[C:15]1[CH:20]=[CH:19][C:18]([F:21])=[CH:17][CH:16]=1.C(O)C.O.[OH-].[Na+:48]. Product: [Na+:48].[F:21][C:18]1[CH:19]=[CH:20][C:15]([C:14]2[C:13]([C:22]3[CH:23]=[CH:24][CH:25]=[CH:26][CH:27]=3)=[C:12]([C:28](=[O:36])[NH:29][C:30]3[CH:35]=[CH:34][CH:33]=[CH:32][CH:31]=3)[N:11]([CH:37]([CH3:39])[CH3:38])[C:10]=2[CH2:9][CH2:8][C@@H:7]([OH:40])[CH2:6][C@@H:5]([OH:41])[CH2:4][C:3]([O-:42])=[O:2])=[CH:16][CH:17]=1. The catalyst class is: 100. (4) Reactant: [F:1][C:2]1[CH:9]=[C:8]([C:10]([OH:13])([CH3:12])[CH3:11])[CH:7]=[CH:6][C:3]=1[C:4]#[N:5].[H-].[Al+3].[Li+].[H-].[H-].[H-]. Product: [NH2:5][CH2:4][C:3]1[CH:6]=[CH:7][C:8]([C:10]([OH:13])([CH3:11])[CH3:12])=[CH:9][C:2]=1[F:1]. The catalyst class is: 7. (5) Reactant: [H-].[Al+3].[Li+].[H-].[H-].[H-].[CH2:7]([NH:10][C:11]([C:13]1[NH:14][C:15]2[C:20]([CH:21]=1)=[CH:19][C:18]([NH:22][S:23]([C:26]1[CH:31]=[CH:30][C:29]([CH:32]([CH3:34])[CH3:33])=[CH:28][CH:27]=1)(=[O:25])=[O:24])=[CH:17][CH:16]=2)=O)[CH2:8][CH3:9].O. Product: [CH:32]([C:29]1[CH:28]=[CH:27][C:26]([S:23]([NH:22][C:18]2[CH:19]=[C:20]3[C:15](=[CH:16][CH:17]=2)[NH:14][C:13]([CH2:11][NH:10][CH2:7][CH2:8][CH3:9])=[CH:21]3)(=[O:24])=[O:25])=[CH:31][CH:30]=1)([CH3:34])[CH3:33]. The catalyst class is: 7. (6) The catalyst class is: 9. Product: [Br:39][C:40]1[CH:41]=[N:42][CH:43]=[C:44](/[CH:45]=[CH:6]/[C:5]2[CH:15]=[CH:16][CH:17]=[C:3]([O:2][CH3:1])[CH:4]=2)[CH:47]=1. Reactant: [CH3:1][O:2][C:3]1[CH:4]=[C:5]([CH:15]=[CH:16][CH:17]=1)[CH2:6]P(=O)(OCC)OCC.C[O-].[Na+].C1OCCOCCOCCOCCOCCOC1.[Br:39][C:40]1[CH:41]=[N:42][CH:43]=[C:44]([CH:47]=1)[CH:45]=O. (7) Reactant: [Cl:1][C:2]1[CH:25]=[CH:24][C:5]([C:6]([N:8]2[C:16]3[C:11](=[CH:12][C:13]([O:17][CH3:18])=[CH:14][CH:15]=3)[C:10]([CH2:19][C:20](O)=[O:21])=[C:9]2[CH3:23])=[O:7])=[CH:4][CH:3]=1.CN(C(ON1N=NC2C=CC=CC1=2)=[N+](C)C)C.[B-](F)(F)(F)F.[CH:48]1([NH:54][CH:55]2[CH2:60][CH2:59][CH2:58][CH2:57][CH2:56]2)[CH2:53][CH2:52][CH2:51][CH2:50][CH2:49]1.C(N(C(C)C)CC)(C)C. Product: [CH:55]1([N:54]([CH:48]2[CH2:49][CH2:50][CH2:51][CH2:52][CH2:53]2)[C:20](=[O:21])[CH2:19][C:10]2[C:11]3[C:16](=[CH:15][CH:14]=[C:13]([O:17][CH3:18])[CH:12]=3)[N:8]([C:6](=[O:7])[C:5]3[CH:24]=[CH:25][C:2]([Cl:1])=[CH:3][CH:4]=3)[C:9]=2[CH3:23])[CH2:56][CH2:57][CH2:58][CH2:59][CH2:60]1. The catalyst class is: 4. (8) Reactant: Br[CH2:2][CH2:3][CH2:4][N:5]1[C:9]2[CH:10]=[CH:11][CH:12]=[CH:13][C:8]=2[N:7]([C:14]2[CH:19]=[CH:18][C:17]([F:20])=[CH:16][C:15]=2[F:21])[S:6]1(=[O:23])=[O:22].[CH3:24][NH:25][CH3:26]. Product: [F:21][C:15]1[CH:16]=[C:17]([F:20])[CH:18]=[CH:19][C:14]=1[N:7]1[C:8]2[CH:13]=[CH:12][CH:11]=[CH:10][C:9]=2[N:5]([CH2:4][CH2:3][CH2:2][N:25]([CH3:26])[CH3:24])[S:6]1(=[O:23])=[O:22]. The catalyst class is: 8. (9) Reactant: [Si]([O:8][CH2:9][C:10]1[S:11][CH:12]=[C:13]([C:15]([C:21]2[CH:22]=[C:23]3[C:27](=[CH:28][CH:29]=2)[N:26]([C:30]2[CH:35]=[CH:34][C:33]([F:36])=[CH:32][CH:31]=2)[N:25]=[CH:24]3)([OH:20])[C:16]([F:19])([F:18])[F:17])[N:14]=1)(C(C)(C)C)(C)C.[F-].C([N+](CCCC)(CCCC)CCCC)CCC. Product: [F:18][C:16]([F:17])([F:19])[C:15]([C:21]1[CH:22]=[C:23]2[C:27](=[CH:28][CH:29]=1)[N:26]([C:30]1[CH:35]=[CH:34][C:33]([F:36])=[CH:32][CH:31]=1)[N:25]=[CH:24]2)([C:13]1[N:14]=[C:10]([CH2:9][OH:8])[S:11][CH:12]=1)[OH:20]. The catalyst class is: 1. (10) Reactant: N#N.[SH:3][CH2:4][CH2:5][CH2:6][Si:7]([O:14][CH2:15][CH3:16])([O:11][CH2:12][CH3:13])[O:8][CH2:9][CH3:10].C(N(CC)CC)C.[C:24](Cl)(=[O:32])[CH2:25][CH2:26][CH2:27][CH2:28][CH2:29][CH2:30][CH3:31]. Product: [C:24]([S:3][CH2:4][CH2:5][CH2:6][Si:7]([O:14][CH2:15][CH3:16])([O:8][CH2:9][CH3:10])[O:11][CH2:12][CH3:13])(=[O:32])[CH2:25][CH2:26][CH2:27][CH2:28][CH2:29][CH2:30][CH3:31]. The catalyst class is: 81.